Dataset: Forward reaction prediction with 1.9M reactions from USPTO patents (1976-2016). Task: Predict the product of the given reaction. (1) Given the reactants [F:1][C:2]1[C:11]([F:12])=[C:10]2[C:5]([N:6]=[CH:7][C:8](=[O:13])[NH:9]2)=[CH:4][CH:3]=1.[H-].[Na+].CS(O[CH2:21][CH2:22][N:23]1[CH2:28][CH2:27][CH:26]([NH:29][C:30]([O:32][C:33]([CH3:36])([CH3:35])[CH3:34])=[O:31])[CH2:25][CH2:24]1)(=O)=O.C(OC(=O)NC1CCN(CCN2C3C(=CC=C(OC)C=3)C=CC2=O)CC1)(C)(C)C, predict the reaction product. The product is: [C:33]([O:32][C:30](=[O:31])[NH:29][CH:26]1[CH2:27][CH2:28][N:23]([CH2:22][CH2:21][N:9]2[C:10]3[C:5](=[CH:4][CH:3]=[C:2]([F:1])[C:11]=3[F:12])[N:6]=[CH:7][C:8]2=[O:13])[CH2:24][CH2:25]1)([CH3:36])([CH3:35])[CH3:34]. (2) Given the reactants [CH2:1]([O:8][C:9]1[C:17]2[C:12](=[CH:13][CH:14]=[CH:15][CH:16]=2)[N:11]([CH2:18][C:19]2[O:23][C:22]([C:24]([OH:26])=O)=[CH:21][CH:20]=2)[N:10]=1)[C:2]1[CH:7]=[CH:6][CH:5]=[CH:4][CH:3]=1.C1C=CC2N(O)N=NC=2C=1.[CH3:37][N:38]1[CH2:43][CH2:42][NH:41][CH2:40][CH2:39]1.CCN=C=NCCCN(C)C, predict the reaction product. The product is: [CH2:1]([O:8][C:9]1[C:17]2[C:12](=[CH:13][CH:14]=[CH:15][CH:16]=2)[N:11]([CH2:18][C:19]2[O:23][C:22]([C:24]([N:41]3[CH2:42][CH2:43][N:38]([CH3:37])[CH2:39][CH2:40]3)=[O:26])=[CH:21][CH:20]=2)[N:10]=1)[C:2]1[CH:3]=[CH:4][CH:5]=[CH:6][CH:7]=1. (3) Given the reactants [C:1]([O-:6])(=[O:5])[CH:2]([CH3:4])[OH:3].[K+].S([O-])([O-])(=O)=O.[Zn+2:13].[O:14]=[C:15]([O-:26])[C@@H:16]([C@H:18]([C@@H:20]([C@@H:22]([CH2:24][OH:25])[OH:23])[OH:21])[OH:19])[OH:17].[K+].S([O-])([O-])(=O)=O.[Al+3:33].S([O-])([O-])(=O)=O.S([O-])([O-])(=O)=O.[Al+3], predict the reaction product. The product is: [C:1]([O-:6])(=[O:5])[CH:2]([CH3:4])[OH:3].[Zn+2:13].[C:15]([O-:26])(=[O:14])[CH:16]([CH3:18])[OH:17].[O:14]=[C:15]([O-:26])[C@@H:16]([C@H:18]([C@@H:20]([C@@H:22]([CH2:24][OH:25])[OH:23])[OH:21])[OH:19])[OH:17].[Al+3:33].[O:14]=[C:15]([O-:26])[C@@H:16]([C@H:18]([C@@H:20]([C@@H:22]([CH2:24][OH:25])[OH:23])[OH:21])[OH:19])[OH:17].[O:14]=[C:15]([O-:26])[C@@H:16]([C@H:18]([C@@H:20]([C@@H:22]([CH2:24][OH:25])[OH:23])[OH:21])[OH:19])[OH:17]. (4) Given the reactants [OH:1][C:2]1[CH:3]=[C:4]2[C:9](=[CH:10][CH:11]=1)[CH2:8][CH:7]([NH:12][C:13](=[O:15])[CH3:14])[CH2:6][CH2:5]2.C([O-])([O-])=O.[Cs+].[Cs+].Br[C:23]([CH3:32])([CH3:31])[C:24]([O:26][C:27]([CH3:30])([CH3:29])[CH3:28])=[O:25], predict the reaction product. The product is: [C:27]([O:26][C:24](=[O:25])[C:23]([O:1][C:2]1[CH:11]=[CH:10][C:9]2[CH2:8][CH:7]([NH:12][C:13](=[O:15])[CH3:14])[CH2:6][CH2:5][C:4]=2[CH:3]=1)([CH3:32])[CH3:31])([CH3:30])([CH3:29])[CH3:28]. (5) Given the reactants [Cl:1][C:2]1[C:7]([N+:8]([O-:10])=[O:9])=[CH:6][CH:5]=[C:4]([Cl:11])[N:3]=1.[CH3:12][OH:13], predict the reaction product. The product is: [Cl:11][C:4]1[CH:5]=[CH:6][C:7]([N+:8]([O-:10])=[O:9])=[C:2]([O:13][CH3:12])[N:3]=1.[Cl:1][C:2]1[C:7]([N+:8]([O-:10])=[O:9])=[CH:6][CH:5]=[C:4]([O:13][CH3:12])[N:3]=1.